The task is: Regression/Classification. Given a drug SMILES string, predict its absorption, distribution, metabolism, or excretion properties. Task type varies by dataset: regression for continuous measurements (e.g., permeability, clearance, half-life) or binary classification for categorical outcomes (e.g., BBB penetration, CYP inhibition). Dataset: cyp1a2_veith.. This data is from CYP1A2 inhibition data for predicting drug metabolism from PubChem BioAssay. (1) The result is 0 (non-inhibitor). The molecule is [NH-]S(=O)(=O)Cc1noc2ccccc12.[Na+]. (2) The compound is O=C(NNC(=S)NC(=O)c1cccnc1)c1ccccc1. The result is 0 (non-inhibitor). (3) The compound is CCNc1ncc2nc(-c3ccc(OC)cc3)c(=O)n(C)c2n1. The result is 1 (inhibitor). (4) The result is 0 (non-inhibitor). The compound is COc1ccccc1CN1CCCC2(CCN(C(=O)c3cccc(F)c3)CC2)C1. (5) The molecule is CCCC12CN3CC(CCC)(CN(C1)C3C(O)C(O)C(O)CO)C2=O. The result is 0 (non-inhibitor). (6) The result is 1 (inhibitor). The molecule is CC1C(=NO)C(C)C(c2ccc(N(C)C)cc2)NC1c1ccc(N(C)C)cc1.